Dataset: Catalyst prediction with 721,799 reactions and 888 catalyst types from USPTO. Task: Predict which catalyst facilitates the given reaction. Reactant: Cl.[CH3:2][O:3][C:4](=[O:9])[C@H:5]([CH2:7][OH:8])[NH2:6].[S:10]1[CH:14]=[CH:13][CH:12]=[C:11]1[S:15](Cl)(=[O:17])=[O:16]. Product: [OH:8][CH2:7][C@H:5]([NH:6][S:15]([C:11]1[S:10][CH:14]=[CH:13][CH:12]=1)(=[O:17])=[O:16])[C:4]([O:3][CH3:2])=[O:9]. The catalyst class is: 2.